Dataset: Full USPTO retrosynthesis dataset with 1.9M reactions from patents (1976-2016). Task: Predict the reactants needed to synthesize the given product. (1) Given the product [CH3:1][O:2][C:3](=[O:33])[CH2:4][CH2:5][CH2:6][CH2:7][CH2:8][CH:9]1[O:28][CH2:27][CH2:26][CH2:25][C:24]2[CH:29]=[C:20]([CH:21]=[C:22]([O:30][CH3:31])[CH:23]=2)[CH2:19][O:18][C:17]2[CH:16]=[CH:15][CH:14]=[CH:13][C:12]=2[NH:11][C:10]1=[O:32], predict the reactants needed to synthesize it. The reactants are: [CH3:1][O:2][C:3](=[O:33])[CH2:4][CH2:5][CH2:6][CH2:7][CH2:8][CH:9]1[O:28][CH2:27][CH:26]=[CH:25][C:24]2[CH:29]=[C:20]([CH:21]=[C:22]([O:30][CH3:31])[CH:23]=2)[CH2:19][O:18][C:17]2[CH:16]=[CH:15][CH:14]=[CH:13][C:12]=2[NH:11][C:10]1=[O:32].C(N)CCC. (2) Given the product [Cl:1][C:2]1[C:10]([C:11]([F:14])([F:13])[F:12])=[CH:9][CH:8]=[CH:7][C:3]=1[C:4]([NH:33][CH2:32][C:19]1([C:22]2[CH:23]=[N:24][C:25]([C:28]([F:31])([F:30])[F:29])=[N:26][CH:27]=2)[CH2:20][CH2:21][C:16]([F:15])([F:34])[CH2:17][CH2:18]1)=[O:6], predict the reactants needed to synthesize it. The reactants are: [Cl:1][C:2]1[C:10]([C:11]([F:14])([F:13])[F:12])=[CH:9][CH:8]=[CH:7][C:3]=1[C:4]([OH:6])=O.[F:15][C:16]1([F:34])[CH2:21][CH2:20][C:19]([CH2:32][NH2:33])([C:22]2[CH:23]=[N:24][C:25]([C:28]([F:31])([F:30])[F:29])=[N:26][CH:27]=2)[CH2:18][CH2:17]1. (3) Given the product [I:12][C:17]1[CH:18]=[C:19]([C:22]([F:23])([F:24])[F:25])[CH:20]=[CH:21][C:16]=1[CH2:14][CH3:15], predict the reactants needed to synthesize it. The reactants are: S(=O)(=O)(O)O.I([O-])(=O)(=O)=O.[Na+].[I:12]I.[CH2:14]([C:16]1[CH:21]=[CH:20][C:19]([C:22]([F:25])([F:24])[F:23])=[CH:18][CH:17]=1)[CH3:15].S(S([O-])=O)([O-])(=O)=O.[Na+].[Na+].